This data is from Full USPTO retrosynthesis dataset with 1.9M reactions from patents (1976-2016). The task is: Predict the reactants needed to synthesize the given product. (1) The reactants are: Cl.[CH3:2][O:3][C:4]([C:6]1[CH:11]=[CH:10][C:9]([C:12]2[CH2:16][C:15]3([CH2:21][CH2:20][NH2+:19][CH2:18][CH2:17]3)[O:14][N:13]=2)=[CH:8][CH:7]=1)=[O:5].[Br:22][C:23]1[CH:24]=[CH:25][C:26]([Cl:31])=[C:27]([CH:30]=1)[CH:28]=O. Given the product [Br:22][C:23]1[CH:24]=[CH:25][C:26]([Cl:31])=[C:27]([CH:30]=1)[CH2:28][N:19]1[CH2:20][CH2:21][C:15]2([O:14][N:13]=[C:12]([C:9]3[CH:10]=[CH:11][C:6]([C:4]([O:3][CH3:2])=[O:5])=[CH:7][CH:8]=3)[CH2:16]2)[CH2:17][CH2:18]1, predict the reactants needed to synthesize it. (2) Given the product [N:1]1([C:7]2[CH:8]=[C:9]([NH:13][NH2:14])[CH:10]=[CH:11][CH:12]=2)[CH2:2][CH2:3][O:4][CH2:5][CH2:6]1, predict the reactants needed to synthesize it. The reactants are: [N:1]1([C:7]2[CH:8]=[C:9]([NH2:13])[CH:10]=[CH:11][CH:12]=2)[CH2:6][CH2:5][O:4][CH2:3][CH2:2]1.[N:14]([O-])=O.[Na+].O.O.[Sn](Cl)Cl.[OH-].[Na+]. (3) Given the product [CH2:1]([C:7]1[CH:12]=[C:11]([C:13]2[CH:18]=[CH:17][CH:16]=[CH:15][CH:14]=2)[C:10]([O:19][CH2:20][C:21]([OH:23])=[O:22])=[C:9]([C:25]2[CH:30]=[CH:29][CH:28]=[CH:27][CH:26]=2)[CH:8]=1)[CH2:2][CH2:3][CH2:4][CH2:5][CH3:6], predict the reactants needed to synthesize it. The reactants are: [CH2:1]([C:7]1[CH:8]=[C:9]([C:25]2[CH:30]=[CH:29][CH:28]=[CH:27][CH:26]=2)[C:10]([O:19][CH2:20][C:21]([O:23]C)=[O:22])=[C:11]([C:13]2[CH:18]=[CH:17][CH:16]=[CH:15][CH:14]=2)[CH:12]=1)[CH2:2][CH2:3][CH2:4][CH2:5][CH3:6].[K+].[Br-]. (4) Given the product [O:28]1[C:29]2[CH:35]=[CH:34][CH:33]=[CH:32][C:30]=2[N:31]=[C:27]1[NH:1][CH2:2][CH2:3][CH2:4][CH2:5][O:6][C:7]1[CH:8]=[C:9]([CH:14]=[CH:15][CH:16]=1)[C:10]([O:12][CH3:13])=[O:11], predict the reactants needed to synthesize it. The reactants are: [NH2:1][CH2:2][CH2:3][CH2:4][CH2:5][O:6][C:7]1[CH:8]=[C:9]([CH:14]=[CH:15][CH:16]=1)[C:10]([O:12][CH3:13])=[O:11].C(N(CC)C(C)C)(C)C.Cl[C:27]1[O:28][C:29]2[CH:35]=[CH:34][CH:33]=[CH:32][C:30]=2[N:31]=1.O. (5) Given the product [CH3:13][O:14][C:15]([NH:17][C@@H:18]([CH:22]([CH3:24])[CH3:23])[C:19]([N:2]1[C@H:3]([C:8]([OH:10])=[O:9])[CH:4]2[CH2:7][CH:1]1[CH2:6][CH2:5]2)=[O:20])=[O:16], predict the reactants needed to synthesize it. The reactants are: [CH:1]12[CH2:7][CH:4]([CH2:5][CH2:6]1)[C@@H:3]([C:8]([O:10]CC)=[O:9])[NH:2]2.[CH3:13][O:14][C:15]([NH:17][C@@H:18]([CH:22]([CH3:24])[CH3:23])[C:19](O)=[O:20])=[O:16].C(N(C(C)C)CC)(C)C.CN(C(ON1N=NC2C=CC=NC1=2)=[N+](C)C)C.F[P-](F)(F)(F)(F)F.[OH-].[Na+]. (6) Given the product [NH2:1][C:2]1[C:3]([C:10]([O:12][CH3:13])=[O:11])=[N:4][C:5]([Cl:9])=[C:6]([O:15][CH3:14])[N:7]=1, predict the reactants needed to synthesize it. The reactants are: [NH2:1][C:2]1[C:3]([C:10]([O:12][CH3:13])=[O:11])=[N:4][C:5]([Cl:9])=[C:6](Cl)[N:7]=1.[CH3:14][OH:15]. (7) Given the product [F:1][C:2]1[C:7]([F:8])=[CH:6][CH:5]=[CH:4][C:3]=1[CH2:9][S:10][C:11]1[N:16]=[C:15]([NH:17][S:18]([N:21]2[CH2:24][CH2:23][CH2:22]2)(=[O:20])=[O:19])[CH:14]=[C:13]([O:25][C:26]([CH3:28])([CH3:27])[C@H:29]([OH:30])[CH2:33][OH:32])[N:12]=1, predict the reactants needed to synthesize it. The reactants are: [F:1][C:2]1[C:7]([F:8])=[CH:6][CH:5]=[CH:4][C:3]=1[CH2:9][S:10][C:11]1[N:16]=[C:15]([NH:17][S:18]([N:21]2[CH2:24][CH2:23][CH2:22]2)(=[O:20])=[O:19])[CH:14]=[C:13]([O:25][C:26]([C@H:29]2[CH2:33][O:32]C(C)(C)[O:30]2)([CH3:28])[CH3:27])[N:12]=1.